Dataset: Peptide-MHC class I binding affinity with 185,985 pairs from IEDB/IMGT. Task: Regression. Given a peptide amino acid sequence and an MHC pseudo amino acid sequence, predict their binding affinity value. This is MHC class I binding data. (1) The peptide sequence is WSFYRVVVK. The MHC is HLA-A11:01 with pseudo-sequence HLA-A11:01. The binding affinity (normalized) is 0.496. (2) The peptide sequence is KPPRGVLLY. The MHC is HLA-A03:01 with pseudo-sequence HLA-A03:01. The binding affinity (normalized) is 0.0847. (3) The peptide sequence is ESSDDELPY. The MHC is SLA-10401 with pseudo-sequence SLA-10401. The binding affinity (normalized) is 0.242. (4) The peptide sequence is SMFYGIFPS. The MHC is HLA-A02:01 with pseudo-sequence HLA-A02:01. The binding affinity (normalized) is 1.00. (5) The peptide sequence is FVNYNFTLV. The MHC is HLA-B14:02 with pseudo-sequence HLA-B14:02. The binding affinity (normalized) is 0.139.